Dataset: Reaction yield outcomes from USPTO patents with 853,638 reactions. Task: Predict the reaction yield, written as a fraction of the theoretical maximum amount of product (1.0 means a 100% yield; for example, 0.34 means a 34% yield). (1) The reactants are [N:1]1[CH:6]=[CH:5][CH:4]=[CH:3][C:2]=1[C:7]1[CH:8]=[N:9][NH:10][C:11]=1[NH2:12].[O:13]1[C:17]2[CH:18]=[CH:19][C:20]([C:22](=O)[CH2:23][C:24](OCC)=[O:25])=[CH:21][C:16]=2[O:15][CH2:14]1. The catalyst is C(O)(=O)C. The product is [O:13]1[C:17]2[CH:18]=[CH:19][C:20]([C:22]3[NH:12][C:11]4[N:10]([N:9]=[CH:8][C:7]=4[C:2]4[CH:3]=[CH:4][CH:5]=[CH:6][N:1]=4)[C:24](=[O:25])[CH:23]=3)=[CH:21][C:16]=2[O:15][CH2:14]1. The yield is 0.420. (2) The reactants are C(Cl)(=O)C(Cl)=O.[Br:7][C:8]1[CH:16]=[CH:15][CH:14]=[C:13]2[C:9]=1[CH:10]=[C:11]([C:17]([OH:19])=O)[NH:12]2.[NH3:20]. The catalyst is C(Cl)Cl. The product is [Br:7][C:8]1[CH:16]=[CH:15][CH:14]=[C:13]2[C:9]=1[CH:10]=[C:11]([C:17]([NH2:20])=[O:19])[NH:12]2. The yield is 1.00. (3) The reactants are [H-].[Na+].[N:3]1[CH:8]=[CH:7][CH:6]=[C:5]([CH2:9][OH:10])[CH:4]=1.Br[CH2:12][C:13]([O:15][CH2:16][CH3:17])=[O:14]. The catalyst is CN(C=O)C. The product is [N:3]1[CH:8]=[CH:7][CH:6]=[C:5]([CH2:9][O:10][CH2:12][C:13]([O:15][CH2:16][CH3:17])=[O:14])[CH:4]=1. The yield is 0.668.